From a dataset of Peptide-MHC class II binding affinity with 134,281 pairs from IEDB. Regression. Given a peptide amino acid sequence and an MHC pseudo amino acid sequence, predict their binding affinity value. This is MHC class II binding data. (1) The peptide sequence is LAQEAGNFERISGDL. The MHC is DRB1_0404 with pseudo-sequence DRB1_0404. The binding affinity (normalized) is 0.184. (2) The peptide sequence is NFRFMSKGGMRNVFD. The MHC is HLA-DPA10103-DPB10301 with pseudo-sequence HLA-DPA10103-DPB10301. The binding affinity (normalized) is 0.476. (3) The peptide sequence is EKKYFAATQFTPLAA. The MHC is HLA-DPA10201-DPB11401 with pseudo-sequence HLA-DPA10201-DPB11401. The binding affinity (normalized) is 0.723. (4) The peptide sequence is PTPLAKEDFLRCLVK. The MHC is DRB1_1302 with pseudo-sequence DRB1_1302. The binding affinity (normalized) is 0.212.